Dataset: Forward reaction prediction with 1.9M reactions from USPTO patents (1976-2016). Task: Predict the product of the given reaction. (1) Given the reactants [CH3:1][O:2][C:3](=[O:14])[C:4]1[CH:9]=[C:8]([N+:10]([O-:12])=[O:11])[CH:7]=[C:6]([NH2:13])[CH:5]=1.N1C=CC=CC=1.[CH3:21][S:22](Cl)(=[O:24])=[O:23].O, predict the reaction product. The product is: [CH3:1][O:2][C:3](=[O:14])[C:4]1[CH:9]=[C:8]([N+:10]([O-:12])=[O:11])[CH:7]=[C:6]([NH:13][S:22]([CH3:21])(=[O:24])=[O:23])[CH:5]=1. (2) Given the reactants [CH3:1][O:2][C:3](=[O:24])[C:4]1[CH:9]=[C:8]([Br:10])[C:7]([N:11]=[N+]=[N-])=[C:6]([F:14])[C:5]=1[NH:15][C:16]1[CH:21]=[CH:20][C:19]([Cl:22])=[CH:18][C:17]=1[Cl:23], predict the reaction product. The product is: [CH3:1][O:2][C:3](=[O:24])[C:4]1[CH:9]=[C:8]([Br:10])[C:7]([NH2:11])=[C:6]([F:14])[C:5]=1[NH:15][C:16]1[CH:21]=[CH:20][C:19]([Cl:22])=[CH:18][C:17]=1[Cl:23].